This data is from Reaction yield outcomes from USPTO patents with 853,638 reactions. The task is: Predict the reaction yield, written as a fraction of the theoretical maximum amount of product (1.0 means a 100% yield; for example, 0.34 means a 34% yield). (1) The reactants are [Br:1][C:2]1[CH:3]=[C:4]([CH:7]=[CH:8][C:9]=1[Cl:10])[CH2:5][OH:6].[Cr](Cl)([O-])(=O)=O.[NH+]1C=CC=CC=1. The catalyst is ClCCl. The product is [Br:1][C:2]1[CH:3]=[C:4]([CH:7]=[CH:8][C:9]=1[Cl:10])[CH:5]=[O:6]. The yield is 0.930. (2) The reactants are [N+:1]([C:4]1[CH:9]=[CH:8][C:7]([N:10]2[CH:14]=[C:13]([C:15]3[CH:20]=[CH:19][CH:18]=[CH:17][N:16]=3)[N:12]=[N:11]2)=[CH:6][CH:5]=1)([O-])=O.O.O.[Sn](Cl)Cl. The catalyst is C1COCC1.CCO. The product is [N:16]1[CH:17]=[CH:18][CH:19]=[CH:20][C:15]=1[C:13]1[N:12]=[N:11][N:10]([C:7]2[CH:8]=[CH:9][C:4]([NH2:1])=[CH:5][CH:6]=2)[CH:14]=1. The yield is 0.310. (3) The reactants are [C:1]([N:4]1[CH2:9][CH2:8][NH:7][CH2:6][CH2:5]1)(=[O:3])[CH3:2].C(N(CC)C(C)C)(C)C.F[C:20]1[CH:21]=[CH:22][C:23]([N+:28]([O-:30])=[O:29])=[C:24]([CH2:26][OH:27])[CH:25]=1.O. The catalyst is CC(N(C)C)=O. The product is [OH:27][CH2:26][C:24]1[CH:25]=[C:20]([N:7]2[CH2:8][CH2:9][N:4]([C:1](=[O:3])[CH3:2])[CH2:5][CH2:6]2)[CH:21]=[CH:22][C:23]=1[N+:28]([O-:30])=[O:29]. The yield is 0.890.